From a dataset of Catalyst prediction with 721,799 reactions and 888 catalyst types from USPTO. Predict which catalyst facilitates the given reaction. (1) Reactant: [CH3:1][C:2]1([CH3:20])[CH2:7][CH2:6][CH:5]([NH:8][C:9]2[C:18]3[C:13](=[C:14]([NH2:19])[CH:15]=[CH:16][CH:17]=3)[N:12]=[CH:11][N:10]=2)[CH2:4][CH2:3]1.[Cl:21][C:22]1[C:27]([C:28](O)=[O:29])=[C:26]([F:31])[C:25]([CH2:32][NH:33][C:34](=[O:39])[C:35]([CH3:38])([CH3:37])[CH3:36])=[CH:24][CH:23]=1.C(Cl)(=O)C(Cl)=O.CCN(C(C)C)C(C)C. Product: [Cl:21][C:22]1[C:27]([C:28]([NH:19][C:14]2[CH:15]=[CH:16][CH:17]=[C:18]3[C:13]=2[N:12]=[CH:11][N:10]=[C:9]3[NH:8][CH:5]2[CH2:4][CH2:3][C:2]([CH3:20])([CH3:1])[CH2:7][CH2:6]2)=[O:29])=[C:26]([F:31])[C:25]([CH2:32][NH:33][C:34](=[O:39])[C:35]([CH3:37])([CH3:36])[CH3:38])=[CH:24][CH:23]=1. The catalyst class is: 85. (2) Reactant: [Cl:1][C:2]1[CH:3]=[C:4]([N:9]2[CH2:15][CH:14]3[CH:11]([CH2:12][NH:13]3)[CH2:10]2)[CH:5]=[N:6][C:7]=1[Cl:8].[C:16]([OH:23])(=[O:22])/[CH:17]=[CH:18]\[C:19]([OH:21])=[O:20].O.N. Product: [C:16]([OH:23])(=[O:22])/[CH:17]=[CH:18]\[C:19]([OH:21])=[O:20].[Cl:1][C:2]1[CH:3]=[C:4]([N:9]2[CH2:15][C@@H:14]3[C@@H:11]([CH2:12][NH:13]3)[CH2:10]2)[CH:5]=[N:6][C:7]=1[Cl:8]. The catalyst class is: 36.